Dataset: HIV replication inhibition screening data with 41,000+ compounds from the AIDS Antiviral Screen. Task: Binary Classification. Given a drug SMILES string, predict its activity (active/inactive) in a high-throughput screening assay against a specified biological target. (1) The compound is COc1ccc2c(c1)-c1c(c3cc(OC)ccc3n1CCN(C)C)CC2. The result is 0 (inactive). (2) The drug is O=C1CCCCCC1=Cc1cccc([N+](=O)[O-])c1. The result is 0 (inactive). (3) The drug is NC(=O)C(F)C(N)=O. The result is 0 (inactive). (4) The molecule is Nc1nc(N)c(CCCCc2ccccc2)c(C=O)n1. The result is 0 (inactive). (5) The compound is Cc1ccc(S(=O)(=O)NN=CC=NNS(=O)(=O)c2ccc(C)cc2)cc1. The result is 0 (inactive). (6) The compound is I.N=C(N)NCc1ccc2c(c1)OCO2. The result is 0 (inactive). (7) The compound is O=C1N=C2N=C(c3ccc(Cl)cc3)N(c3ccc(Cl)cc3)N2Sc2ccccc21. The result is 0 (inactive). (8) The drug is COc1ccc(-c2cn3c(nc4ccccc43)c(C)n2)cc1. The result is 0 (inactive). (9) The compound is COC(=O)C=C(C(=O)OC)c1c(C)c(C)c2c(C)cc(C)cc(C)c1-2. The result is 0 (inactive).